This data is from Full USPTO retrosynthesis dataset with 1.9M reactions from patents (1976-2016). The task is: Predict the reactants needed to synthesize the given product. (1) Given the product [CH3:1][O:2][C:3](=[O:16])[C:4]1[CH:9]=[CH:8][CH:7]=[CH:6][C:5]=1[N:10]1[CH2:15][CH2:14][N:13]([C:25](=[O:26])[CH2:24][N:20]2[C:21]([CH3:23])=[CH:22][C:18]([CH3:17])=[N:19]2)[CH2:12][CH2:11]1, predict the reactants needed to synthesize it. The reactants are: [CH3:1][O:2][C:3](=[O:16])[C:4]1[CH:9]=[CH:8][CH:7]=[CH:6][C:5]=1[N:10]1[CH2:15][CH2:14][NH:13][CH2:12][CH2:11]1.[CH3:17][C:18]1[CH:22]=[C:21]([CH3:23])[N:20]([CH2:24][C:25](O)=[O:26])[N:19]=1.C(C1NC=CN=1)(C1NC=CN=1)=O.[NH4+].[Cl-]. (2) Given the product [OH:5][CH2:4][C:3]1[C:2](=[O:1])[NH:10][CH:9]=[CH:8][CH:7]=1, predict the reactants needed to synthesize it. The reactants are: [OH:1][C:2]1[N:10]=[CH:9][CH:8]=[CH:7][C:3]=1[C:4](O)=[O:5].C[Si](C)(C)N[Si](C)(C)C.Cl[Si](C)(C)C. (3) Given the product [C:12](/[C:14](=[C:8]1/[CH2:7][CH2:6][C:5]2[C:9]/1=[CH:10][C:2]([F:1])=[CH:3][CH:4]=2)/[C:15]([O:17][CH2:18][CH3:19])=[O:16])#[N:13], predict the reactants needed to synthesize it. The reactants are: [F:1][C:2]1[CH:10]=[C:9]2[C:5]([CH2:6][CH2:7][C:8]2=O)=[CH:4][CH:3]=1.[C:12]([CH2:14][C:15]([O:17][CH2:18][CH3:19])=[O:16])#[N:13].C([O-])(=O)C.[NH4+].C(O)(=O)C.